Dataset: Full USPTO retrosynthesis dataset with 1.9M reactions from patents (1976-2016). Task: Predict the reactants needed to synthesize the given product. Given the product [CH3:21][N:19]([CH3:20])[CH2:18][CH2:17][N:12]1[C:11](=[O:22])[C:10]2[CH:23]=[CH:24][CH:25]=[C:8]3[C:9]=2[C:14](=[C:15]2[C:2]([NH:1][C:30]([NH:29][CH2:26][CH:27]=[CH2:28])=[S:31])=[CH:3][CH:4]=[CH:5][C:6]2=[CH:7]3)[C:13]1=[O:16], predict the reactants needed to synthesize it. The reactants are: [NH2:1][C:2]1[C:15]2[C:6](=[CH:7][C:8]3[C:9]4[C:14]=2[C:13](=[O:16])[N:12]([CH2:17][CH2:18][N:19]([CH3:21])[CH3:20])[C:11](=[O:22])[C:10]=4[CH:23]=[CH:24][CH:25]=3)[CH:5]=[CH:4][CH:3]=1.[CH2:26]([N:29]=[C:30]=[S:31])[CH:27]=[CH2:28].